Dataset: Reaction yield outcomes from USPTO patents with 853,638 reactions. Task: Predict the reaction yield, written as a fraction of the theoretical maximum amount of product (1.0 means a 100% yield; for example, 0.34 means a 34% yield). The reactants are [Cl:1][C:2]1[CH:7]=[CH:6][C:5]([NH:8][CH2:9][CH2:10][C:11]2[CH:12]=[C:13]([OH:17])[CH:14]=[CH:15][CH:16]=2)=[CH:4][CH:3]=1.[C:18]1([CH2:24][CH:25]=O)[CH:23]=[CH:22][CH:21]=[CH:20][CH:19]=1.FC(F)(F)C(O)=O. The catalyst is C(Cl)Cl. The product is [Cl:1][C:2]1[CH:7]=[CH:6][C:5]([N:8]2[CH2:9][CH2:10][C:11]3[C:16](=[CH:15][CH:14]=[C:13]([OH:17])[CH:12]=3)[CH:25]2[CH2:24][C:18]2[CH:23]=[CH:22][CH:21]=[CH:20][CH:19]=2)=[CH:4][CH:3]=1. The yield is 0.720.